This data is from Catalyst prediction with 721,799 reactions and 888 catalyst types from USPTO. The task is: Predict which catalyst facilitates the given reaction. (1) Reactant: FC(F)(F)S(O[C:7]1[CH2:8][CH2:9][N:10]([C:13]([O:15][C:16]([CH3:19])([CH3:18])[CH3:17])=[O:14])[CH2:11][CH:12]=1)(=O)=O.[CH:22]([C:25]1[CH:26]=[C:27](B(O)O)[CH:28]=[CH:29][CH:30]=1)([CH3:24])[CH3:23].P([O-])([O-])([O-])=O.[K+].[K+].[K+].O1CCCC1. Product: [CH:22]([C:25]1[CH:30]=[C:29]([C:7]2[CH2:8][CH2:9][N:10]([C:13]([O:15][C:16]([CH3:19])([CH3:18])[CH3:17])=[O:14])[CH2:11][CH:12]=2)[CH:28]=[CH:27][CH:26]=1)([CH3:24])[CH3:23]. The catalyst class is: 73. (2) Reactant: C1(N=C=NC2CCCCC2)CCCCC1.[NH:16]1[C:20](=[O:21])[CH2:19][CH2:18][C@H:17]1[C:22]([OH:24])=O.[CH2:25]([NH2:32])[C:26]1[CH:31]=[CH:30][CH:29]=[CH:28][CH:27]=1.[C:33](OC([O-])=O)([O:35][C:36]([CH3:39])([CH3:38])[CH3:37])=[O:34].C(N(CC)CC)C. Product: [C:36]([O:35][C:33]([N:16]1[C:20](=[O:21])[CH2:19][CH2:18][C@H:17]1[C:22](=[O:24])[NH:32][CH2:25][C:26]1[CH:31]=[CH:30][CH:29]=[CH:28][CH:27]=1)=[O:34])([CH3:39])([CH3:38])[CH3:37]. The catalyst class is: 546. (3) The catalyst class is: 10. Reactant: Br[CH2:2][C:3]1[CH:8]=[CH:7][CH:6]=[C:5]([N+:9]([O-:11])=[O:10])[CH:4]=1.[CH2:12]([N:14](CC)[CH2:15][CH3:16])[CH3:13].[OH2:19]. Product: [N+:9]([C:5]1[CH:4]=[C:3]([CH:8]=[CH:7][CH:6]=1)[CH2:2][N:14]1[CH2:15][CH2:16][CH:13]([OH:19])[CH2:12]1)([O-:11])=[O:10]. (4) Reactant: C[O:2][C:3]([C:5]1([C:15]2[N:20]=[CH:19][CH:18]=[CH:17][N:16]=2)[CH2:14][CH2:13][C:8]2([O:12][CH2:11][CH2:10][O:9]2)[CH2:7][CH2:6]1)=O.[H-].[H-].[H-].[H-].[Li+].[Al+3]. Product: [N:16]1[CH:17]=[CH:18][CH:19]=[N:20][C:15]=1[C:5]1([CH2:3][OH:2])[CH2:14][CH2:13][C:8]2([O:12][CH2:11][CH2:10][O:9]2)[CH2:7][CH2:6]1. The catalyst class is: 1. (5) Reactant: [Cl:1][C:2]1[CH:7]=[CH:6][C:5]([C:8]2[CH:9]=[C:10]3[C:14](=[C:15]([C:17]([OH:19])=O)[CH:16]=2)[NH:13][CH:12]=[CH:11]3)=[CH:4][CH:3]=1.C[N:21](C(ON1N=NC2C=CC=NC1=2)=[N+](C)C)C.F[P-](F)(F)(F)(F)F.N. Product: [Cl:1][C:2]1[CH:7]=[CH:6][C:5]([C:8]2[CH:9]=[C:10]3[C:14](=[C:15]([C:17]([NH2:21])=[O:19])[CH:16]=2)[NH:13][CH:12]=[CH:11]3)=[CH:4][CH:3]=1. The catalyst class is: 121. (6) Reactant: [CH2:1]([O:3][C:4]1([C:7]2[CH:12]=[CH:11][C:10]([C:13]#[CH:14])=[CH:9][C:8]=2[C:15]([CH3:18])([CH3:17])[CH3:16])[CH2:6][CH2:5]1)[CH3:2].[CH2:19]([O:21][C:22](=[O:30])[C:23]1[CH:28]=[CH:27][C:26](I)=[CH:25][CH:24]=1)[CH3:20]. Product: [CH2:1]([O:3][C:4]1([C:7]2[CH:12]=[CH:11][C:10]([C:13]#[C:14][C:26]3[CH:27]=[CH:28][C:23]([C:22]([O:21][CH2:19][CH3:20])=[O:30])=[CH:24][CH:25]=3)=[CH:9][C:8]=2[C:15]([CH3:17])([CH3:16])[CH3:18])[CH2:6][CH2:5]1)[CH3:2]. The catalyst class is: 337.